Dataset: Full USPTO retrosynthesis dataset with 1.9M reactions from patents (1976-2016). Task: Predict the reactants needed to synthesize the given product. (1) Given the product [CH:1]1([N:6]2[C:11]3[N:12]=[C:13]([S:16]([CH3:17])=[O:28])[N:14]=[CH:15][C:10]=3[C:9]([CH3:18])=[C:8]([I:19])[C:7]2=[O:20])[CH2:2][CH2:3][CH2:4][CH2:5]1, predict the reactants needed to synthesize it. The reactants are: [CH:1]1([N:6]2[C:11]3[N:12]=[C:13]([S:16][CH3:17])[N:14]=[CH:15][C:10]=3[C:9]([CH3:18])=[C:8]([I:19])[C:7]2=[O:20])[CH2:5][CH2:4][CH2:3][CH2:2]1.C1(S(N2C(C3C=CC=CC=3)O2)(=O)=[O:28])C=CC=CC=1. (2) Given the product [CH2:16]([O:7][C:1]1[CH:6]=[CH:5][CH:4]=[CH:3][CH:2]=1)[CH:15]=[CH2:14], predict the reactants needed to synthesize it. The reactants are: [C:1]1([OH:7])[CH:6]=[CH:5][CH:4]=[CH:3][CH:2]=1.C(=O)([O-])[O-].[K+].[K+].[CH2:14](Br)[CH:15]=[CH2:16].